Task: Predict the reaction yield, written as a fraction of the theoretical maximum amount of product (1.0 means a 100% yield; for example, 0.34 means a 34% yield).. Dataset: Reaction yield outcomes from USPTO patents with 853,638 reactions The reactants are Cl[C:2]1[C:11]2[C:6](=[CH:7][C:8]([I:12])=[CH:9][CH:10]=2)[N:5]=[C:4]([C:13]([O:15][CH2:16][CH3:17])=[O:14])[N:3]=1.[I-].[K+].CCN(C(C)C)C(C)C.[NH:29]1[CH:33]=[CH:32][C:31]([NH2:34])=[N:30]1. The catalyst is CN(C=O)C.O. The product is [NH:29]1[CH:33]=[CH:32][C:31]([NH:34][C:2]2[C:11]3[C:6](=[CH:7][C:8]([I:12])=[CH:9][CH:10]=3)[N:5]=[C:4]([C:13]([O:15][CH2:16][CH3:17])=[O:14])[N:3]=2)=[N:30]1. The yield is 0.840.